From a dataset of Reaction yield outcomes from USPTO patents with 853,638 reactions. Predict the reaction yield, written as a fraction of the theoretical maximum amount of product (1.0 means a 100% yield; for example, 0.34 means a 34% yield). (1) The reactants are [F:1][C:2]1[C:3]([C:33]([F:36])([F:35])[F:34])=[C:4]([CH:9]2[CH2:14][CH2:13][N:12]([C:15]([C:17]3[C:21]4[CH2:22][N:23](C(OC(C)(C)C)=O)[CH2:24][CH2:25][C:20]=4[NH:19][N:18]=3)=[O:16])[CH2:11][CH2:10]2)[CH:5]=[C:6]([F:8])[CH:7]=1.Cl. The catalyst is C(Cl)Cl.CCOCC. The product is [F:1][C:2]1[C:3]([C:33]([F:35])([F:34])[F:36])=[C:4]([CH:9]2[CH2:10][CH2:11][N:12]([C:15]([C:17]3[C:21]4[CH2:22][NH:23][CH2:24][CH2:25][C:20]=4[NH:19][N:18]=3)=[O:16])[CH2:13][CH2:14]2)[CH:5]=[C:6]([F:8])[CH:7]=1. The yield is 0.970. (2) The yield is 0.0500. The reactants are [CH3:1][C@H:2]1[C@@H:6]([C:7]2[N:11]3[C:12]4[CH:18]=[CH:17][N:16](S(C5C=CC(C)=CC=5)(=O)=O)[C:13]=4[N:14]=[CH:15][C:10]3=[N:9][N:8]=2)[CH2:5][C@@H:4]([NH:29]C(=O)C)[CH2:3]1.[OH-].[Na+].CN(C(ON1N=NC2C=CC=NC1=2)=[N+](C)C)C.F[P-](F)(F)(F)(F)F.Cl.C[C@H]1[C@@H](C2N3C4C=CN(S(C5C=CC(C)=CC=5)(=O)=O)C=4N=CC3=NN=2)C[C@@H](N)C1. The catalyst is [Pd].CO.CCOCC.O1CCOCC1. The product is [CH3:1][C@H:2]1[C@@H:6]([C:7]2[N:11]3[C:12]4[CH:18]=[CH:17][NH:16][C:13]=4[N:14]=[CH:15][C:10]3=[N:9][N:8]=2)[CH2:5][C@@H:4]([NH2:29])[CH2:3]1.